Dataset: Catalyst prediction with 721,799 reactions and 888 catalyst types from USPTO. Task: Predict which catalyst facilitates the given reaction. (1) Reactant: [CH3:1][N:2]([CH2:4][C:5]1[CH:22]=[CH:21][C:8]([O:9][CH:10]2[CH2:13][N:12](C(OC(C)(C)C)=O)[CH2:11]2)=[CH:7][C:6]=1[CH3:23])[CH3:3].Cl. Product: [NH:12]1[CH2:11][CH:10]([O:9][C:8]2[CH:21]=[CH:22][C:5]([CH2:4][N:2]([CH3:3])[CH3:1])=[C:6]([CH3:23])[CH:7]=2)[CH2:13]1. The catalyst class is: 5. (2) Reactant: Br.[CH2:2]1[C:11]2[C:6](=[CH:7][C:8]([OH:12])=[CH:9][CH:10]=2)[CH2:5][CH2:4][NH:3]1.CCN(CC)CC.[CH3:20][C:21]([O:24][C:25](O[C:25]([O:24][C:21]([CH3:23])([CH3:22])[CH3:20])=[O:26])=[O:26])([CH3:23])[CH3:22]. The catalyst class is: 168. Product: [OH:12][C:8]1[CH:7]=[C:6]2[C:11](=[CH:10][CH:9]=1)[CH2:2][N:3]([C:25]([O:24][C:21]([CH3:23])([CH3:22])[CH3:20])=[O:26])[CH2:4][CH2:5]2. (3) Reactant: [Cl:1][C:2]1[CH:3]=[C:4]([S:9][C:10]2[CH:18]=[CH:17][C:13]([C:14](O)=[O:15])=[CH:12][CH:11]=2)[CH:5]=[CH:6][C:7]=1[Cl:8].[CH3:19][S:20]([NH2:23])(=[O:22])=[O:21]. Product: [Cl:1][C:2]1[CH:3]=[C:4]([S:9][C:10]2[CH:18]=[CH:17][C:13]([C:14]([NH:23][S:20]([CH3:19])(=[O:22])=[O:21])=[O:15])=[CH:12][CH:11]=2)[CH:5]=[CH:6][C:7]=1[Cl:8]. The catalyst class is: 112. (4) Reactant: C(O[C:6]([C:8]1[N:9]=[C:10]([Cl:23])[C:11]2[C:16]([C:17]=1[OH:18])=[CH:15][C:14]([O:19][CH:20]([CH3:22])[CH3:21])=[CH:13][CH:12]=2)=[O:7])CCC.[NH2:24][CH:25]([CH2:28][OH:29])[CH2:26][OH:27]. Product: [OH:27][CH2:26][CH:25]([NH:24][C:6]([C:8]1[N:9]=[C:10]([Cl:23])[C:11]2[C:16]([C:17]=1[OH:18])=[CH:15][C:14]([O:19][CH:20]([CH3:21])[CH3:22])=[CH:13][CH:12]=2)=[O:7])[CH2:28][OH:29]. The catalyst class is: 8. (5) Reactant: [Br:1][C:2]1[C:3]([O:27]S(C2C=CC(C)=CC=2)(=O)=O)=[C:4]([C:9]([N:12]([C:20]([O:22][C:23]([CH3:26])([CH3:25])[CH3:24])=[O:21])[C:13]([O:15][C:16]([CH3:19])([CH3:18])[CH3:17])=[O:14])=[CH:10][CH:11]=1)[C:5]([O:7][CH3:8])=[O:6].[OH-].[Na+]. Product: [Br:1][C:2]1[C:3]([OH:27])=[C:4]([C:9]([N:12]([C:13]([O:15][C:16]([CH3:19])([CH3:18])[CH3:17])=[O:14])[C:20]([O:22][C:23]([CH3:26])([CH3:24])[CH3:25])=[O:21])=[CH:10][CH:11]=1)[C:5]([O:7][CH3:8])=[O:6]. The catalyst class is: 5.